From a dataset of Reaction yield outcomes from USPTO patents with 853,638 reactions. Predict the reaction yield, written as a fraction of the theoretical maximum amount of product (1.0 means a 100% yield; for example, 0.34 means a 34% yield). (1) The reactants are [Br:1][C:2]1[N:3]=[C:4]([CH:12]2[CH2:22][N:16]3[C:17](=[O:21])[O:18][CH2:19][CH2:20][CH:15]3[CH2:14][CH2:13]2)[N:5]2[CH:10]=[CH:9][N:8]=[C:7](Cl)[C:6]=12.[NH3:23].CC(O)C. No catalyst specified. The product is [NH2:23][C:7]1[C:6]2[N:5]([C:4]([CH:12]3[CH2:22][N:16]4[C:17](=[O:21])[O:18][CH2:19][CH2:20][CH:15]4[CH2:14][CH2:13]3)=[N:3][C:2]=2[Br:1])[CH:10]=[CH:9][N:8]=1. The yield is 0.800. (2) The reactants are [NH2:1][C@@H:2]([CH2:7][C:8]1[CH:13]=[CH:12][C:11]([C:14]#[N:15])=[CH:10][CH:9]=1)[C:3]([O:5][CH3:6])=[O:4].CCN(C(C)C)C(C)C.[C:25]([C:29]1[CH:37]=[CH:36][C:32]([C:33](Cl)=[O:34])=[CH:31][CH:30]=1)([CH3:28])([CH3:27])[CH3:26]. The catalyst is C(Cl)Cl. The product is [C:25]([C:29]1[CH:30]=[CH:31][C:32]([C:33]([NH:1][C@@H:2]([CH2:7][C:8]2[CH:9]=[CH:10][C:11]([C:14]#[N:15])=[CH:12][CH:13]=2)[C:3]([O:5][CH3:6])=[O:4])=[O:34])=[CH:36][CH:37]=1)([CH3:28])([CH3:26])[CH3:27]. The yield is 0.880. (3) The reactants are [Br:1][C:2]1[CH:10]=[CH:9][CH:8]=[C:7]([Cl:11])[C:3]=1[C:4]([OH:6])=O.C(Cl)(=O)C(Cl)=O.[C:18](=[N:21]O)([NH2:20])[CH3:19]. The catalyst is C(Cl)Cl.CN(C=O)C.N1C=CC=CC=1. The product is [Br:1][C:2]1[CH:10]=[CH:9][CH:8]=[C:7]([Cl:11])[C:3]=1[C:4]1[O:6][N:21]=[C:18]([CH3:19])[N:20]=1. The yield is 0.320. (4) The catalyst is ClCCl.CO. The yield is 0.910. The reactants are C(OC([N:8]1[CH2:13][CH2:12][CH:11]([NH:14][CH2:15][C:16]2[C:17]3[N:24]([CH2:25][CH3:26])[C:23]([C:27]4[C:31]([NH2:32])=[N:30][O:29][N:28]=4)=[N:22][C:18]=3[CH:19]=[N:20][CH:21]=2)[CH2:10][CH2:9]1)=O)(C)(C)C.FC(F)(F)C(O)=O. The product is [NH2:32][C:31]1[C:27]([C:23]2[N:24]([CH2:25][CH3:26])[C:17]3[C:16]([CH2:15][NH:14][CH:11]4[CH2:12][CH2:13][NH:8][CH2:9][CH2:10]4)=[CH:21][N:20]=[CH:19][C:18]=3[N:22]=2)=[N:28][O:29][N:30]=1. (5) The reactants are [C:1]([O-:12])(=O)[C:2]1[C:3](=[CH:7][CH:8]=[CH:9][CH:10]=1)[C:4]([O-:6])=O.[K+].[K+].[Br:15][CH2:16][CH2:17][CH2:18][CH2:19][CH2:20][CH2:21]Br.C(O)(=O)CC(CC(O)=O)(C(O)=O)O.C[N:37](C)C=O. No catalyst specified. The product is [Br:15][CH2:16][CH2:17][CH2:18][CH2:19][CH2:20][CH2:21][N:37]1[C:1](=[O:12])[C:2]2[C:3](=[CH:7][CH:8]=[CH:9][CH:10]=2)[C:4]1=[O:6]. The yield is 0.533. (6) The reactants are C(=O)([O-])[O-].[K+].[K+].Cl[CH2:8][CH:9]=O.[C:11]([O:15][C:16]([N:18]1[CH2:22][CH2:21][CH:20]([C:23](=[S:25])[NH2:24])[CH:19]1[C:26]1[CH:31]=[C:30]([CH3:32])[N:29]=[C:28]([N:33]2[CH:37]=[CH:36][N:35]=[CH:34]2)[N:27]=1)=[O:17])([CH3:14])([CH3:13])[CH3:12].FC(F)(F)C(OC(=O)C(F)(F)F)=O.N1C=CC=CC=1. The catalyst is COCCOC. The product is [C:11]([O:15][C:16]([N:18]1[CH2:22][CH2:21][CH:20]([C:23]2[S:25][CH:8]=[CH:9][N:24]=2)[CH:19]1[C:26]1[CH:31]=[C:30]([CH3:32])[N:29]=[C:28]([N:33]2[CH:37]=[CH:36][N:35]=[CH:34]2)[N:27]=1)=[O:17])([CH3:14])([CH3:12])[CH3:13]. The yield is 0.500. (7) The reactants are [CH2:1]([N:3]1[C:7]([CH3:8])=[C:6]([C:9]([OH:11])=O)[CH:5]=[N:4]1)[CH3:2].S(Cl)(Cl)=O.[NH2:16][C:17]1[CH:18]=[C:19]([CH:32]=[CH:33][CH:34]=1)[C:20]([C:22]1[CH:30]=[C:29]2[C:25]([CH2:26][C:27](=[O:31])[NH:28]2)=[CH:24][CH:23]=1)=[O:21]. The catalyst is C1COCC1. The product is [O:31]=[C:27]1[CH2:26][C:25]2[C:29](=[CH:30][C:22]([C:20]([C:19]3[CH:18]=[C:17]([NH:16][C:9]([C:6]4[CH:5]=[N:4][N:3]([CH2:1][CH3:2])[C:7]=4[CH3:8])=[O:11])[CH:34]=[CH:33][CH:32]=3)=[O:21])=[CH:23][CH:24]=2)[NH:28]1. The yield is 0.590.